From a dataset of Catalyst prediction with 721,799 reactions and 888 catalyst types from USPTO. Predict which catalyst facilitates the given reaction. (1) Reactant: [NH2:1][C:2]1[C:3]2[N:4]([N:17]=[C:18]([C:20]3[O:21][CH:22]=[CH:23][CH:24]=3)[N:19]=2)[CH:5]=[C:6]([C:8]#[C:9][C:10]2([OH:16])[CH2:15][CH2:14][NH:13][CH2:12][CH2:11]2)[N:7]=1.[F:25][C:26]1[CH:33]=[C:32]([F:34])[CH:31]=[C:30]([F:35])[C:27]=1[CH:28]=O.C(O[BH-](OC(=O)C)OC(=O)C)(=O)C.[Na+].C(O)(=O)C. Product: [NH2:1][C:2]1[C:3]2[N:4]([N:17]=[C:18]([C:20]3[O:21][CH:22]=[CH:23][CH:24]=3)[N:19]=2)[CH:5]=[C:6]([C:8]#[C:9][C:10]2([OH:16])[CH2:11][CH2:12][N:13]([CH2:28][C:27]3[C:26]([F:25])=[CH:33][C:32]([F:34])=[CH:31][C:30]=3[F:35])[CH2:14][CH2:15]2)[N:7]=1. The catalyst class is: 2. (2) Reactant: [Br:1][C:2]1[CH:7]=[CH:6][C:5]([CH2:8][CH:9]=[O:10])=[CH:4][C:3]=1[Cl:11].[CH2:12](O)[CH2:13][OH:14].C1(C)C=CC(S(O)(=O)=O)=CC=1.C(OCC)C. Product: [Br:1][C:2]1[CH:7]=[CH:6][C:5]([CH2:8][CH:9]2[O:14][CH2:13][CH2:12][O:10]2)=[CH:4][C:3]=1[Cl:11]. The catalyst class is: 81. (3) Reactant: Cl[CH2:2][C:3]1[N:12]=[C:11]([NH:13][C:14]2[CH:19]=[CH:18][CH:17]=[CH:16][CH:15]=2)[C:10]2[C:5](=[CH:6][CH:7]=[CH:8][CH:9]=2)[N:4]=1.[N-:20]=[N+:21]=[N-:22].[Na+].O. Product: [N:20]([CH2:2][C:3]1[N:12]=[C:11]([NH:13][C:14]2[CH:19]=[CH:18][CH:17]=[CH:16][CH:15]=2)[C:10]2[C:5](=[CH:6][CH:7]=[CH:8][CH:9]=2)[N:4]=1)=[N+:21]=[N-:22]. The catalyst class is: 16.